From a dataset of Forward reaction prediction with 1.9M reactions from USPTO patents (1976-2016). Predict the product of the given reaction. (1) Given the reactants [Br:1][C:2]1[CH:7]=[CH:6][C:5](N)=[CH:4][CH:3]=1.N([O-])=O.[Na+].[CH3:13][O:14][C:15](=[O:18])[CH2:16][SH:17].C(=O)([O-])O.[Na+], predict the reaction product. The product is: [CH3:13][O:14][C:15](=[O:18])[CH2:16][S:17][C:5]1[CH:6]=[CH:7][C:2]([Br:1])=[CH:3][CH:4]=1. (2) Given the reactants [OH:1][C:2]1[CH:15]=[CH:14][C:13]2[S:12][C:11]3[C:6](=[CH:7][CH:8]=[CH:9][CH:10]=3)[NH:5][C:4]=2[CH:3]=1.C([O-])([O-])=O.[K+].[K+].F[C:23]1[CH:28]=[CH:27][C:26]([N+:29]([O-:31])=[O:30])=[CH:25][CH:24]=1, predict the reaction product. The product is: [N+:29]([C:26]1[CH:27]=[CH:28][C:23]([O:1][C:2]2[CH:15]=[CH:14][C:13]3[S:12][C:11]4[C:6](=[CH:7][CH:8]=[CH:9][CH:10]=4)[NH:5][C:4]=3[CH:3]=2)=[CH:24][CH:25]=1)([O-:31])=[O:30]. (3) Given the reactants C(=O)([O-])[O-].[Cs+].[Cs+].CCOC([CH:12]1[C:17](=[O:18])[CH2:16][CH2:15][CH2:14][CH2:13]1)=O.[F:19][C:20]1[CH:25]=[CH:24][CH:23]=[C:22]([F:26])[C:21]=1[NH:27][C:28]([C:30]1[CH:34]=[N:33][N:32]([CH2:35][C:36]2[CH:41]=[CH:40][CH:39]=[CH:38][C:37]=2I)[N:31]=1)=[O:29].C1(O)C=CC=CC=1, predict the reaction product. The product is: [F:19][C:20]1[CH:25]=[CH:24][CH:23]=[C:22]([F:26])[C:21]=1[NH:27][C:28]([C:30]1[CH:34]=[N:33][N:32]([CH2:35][C:36]2[CH:41]=[CH:40][CH:39]=[CH:38][C:37]=2[O:18][C:17]2[CH:12]=[CH:13][CH:14]=[CH:15][CH:16]=2)[N:31]=1)=[O:29]. (4) Given the reactants [CH:1]1([CH2:6][CH:7]([N:11]2[C:16](=[O:17])[CH:15]=[C:14]([S:18][C:19]3[CH:24]=[CH:23][CH:22]=[CH:21][CH:20]=3)[CH:13]=[N:12]2)[C:8]([OH:10])=O)[CH2:5][CH2:4][CH2:3][CH2:2]1.[NH2:25][C:26]1[CH:30]=[CH:29][N:28]([CH2:31][C:32]([CH3:35])([OH:34])[CH3:33])[N:27]=1, predict the reaction product. The product is: [CH:1]1([CH2:6][CH:7]([N:11]2[C:16](=[O:17])[CH:15]=[C:14]([S:18][C:19]3[CH:20]=[CH:21][CH:22]=[CH:23][CH:24]=3)[CH:13]=[N:12]2)[C:8]([NH:25][C:26]2[CH:30]=[CH:29][N:28]([CH2:31][C:32]([OH:34])([CH3:33])[CH3:35])[N:27]=2)=[O:10])[CH2:2][CH2:3][CH2:4][CH2:5]1. (5) Given the reactants [F:1][C:2]1([F:20])[CH2:7][N:6]([C:8]([O:10][C:11]([CH3:14])([CH3:13])[CH3:12])=[O:9])[C@@H:5]([C:15](OCC)=[O:16])[CH2:4][CH2:3]1.[H-].[H-].[H-].[H-].[Li+].[Al+3], predict the reaction product. The product is: [F:20][C:2]1([F:1])[CH2:7][N:6]([C:8]([O:10][C:11]([CH3:12])([CH3:13])[CH3:14])=[O:9])[C@@H:5]([CH2:15][OH:16])[CH2:4][CH2:3]1. (6) Given the reactants [NH2:1][C:2]1[N:3]=[C:4]([O:12][CH3:13])[C:5]([C:8](OC)=[O:9])=[N:6][CH:7]=1.[NH3:14], predict the reaction product. The product is: [NH2:1][C:2]1[N:3]=[C:4]([O:12][CH3:13])[C:5]([C:8]([NH2:14])=[O:9])=[N:6][CH:7]=1.